From a dataset of Reaction yield outcomes from USPTO patents with 853,638 reactions. Predict the reaction yield, written as a fraction of the theoretical maximum amount of product (1.0 means a 100% yield; for example, 0.34 means a 34% yield). (1) The reactants are [C:1]12([CH2:11][C:12]([NH:14][C:15]3[CH:24]=[CH:23][CH:22]=[C:21]4[C:16]=3[CH2:17][CH2:18][O:19][C:20]4=O)=[O:13])[CH2:10][CH:5]3[CH2:6][CH:7]([CH2:9][CH:3]([CH2:4]3)[CH2:2]1)[CH2:8]2.[F:26][C:27]1[CH:34]=[C:33]([F:35])[CH:32]=[CH:31][C:28]=1[CH2:29][NH2:30]. No catalyst specified. The product is [C:1]12([CH2:11][C:12]([NH:14][C:15]3[CH:24]=[CH:23][CH:22]=[C:21]4[C:16]=3[CH2:17][CH2:18][N:30]([CH2:29][C:28]3[CH:31]=[CH:32][C:33]([F:35])=[CH:34][C:27]=3[F:26])[C:20]4=[O:19])=[O:13])[CH2:10][CH:5]3[CH2:6][CH:7]([CH2:9][CH:3]([CH2:4]3)[CH2:2]1)[CH2:8]2. The yield is 0.360. (2) The reactants are C[O-].[Na+].CCO.Cl.[N:8]1[CH2:12][CH2:11][CH2:10][C:9]=1[NH2:13].Br[C:15](=[CH:18]OCCC)[CH:16]=[O:17]. The catalyst is C(Cl)(Cl)Cl.C(N(CC)CC)C. The product is [N:13]1[C:15]([CH:16]=[O:17])=[CH:18][N:8]2[CH2:12][CH2:11][CH2:10][C:9]=12. The yield is 0.410. (3) The reactants are [CH:1]([C@@H:14]1[CH2:20][C@H:19]2[C@H:17]([O:18]2)[CH2:16][O:15]1)([C:8]1[CH:13]=[CH:12][CH:11]=[CH:10][CH:9]=1)[C:2]1[CH:7]=[CH:6][CH:5]=[CH:4][CH:3]=1.[CH2:21]([NH2:28])[C:22]1[CH:27]=[CH:26][CH:25]=[CH:24][CH:23]=1. No catalyst specified. The product is [CH:1]([C@H:14]1[O:15][CH2:16][C@@H:17]([OH:18])[C@H:19]([NH:28][CH2:21][C:22]2[CH:27]=[CH:26][CH:25]=[CH:24][CH:23]=2)[CH2:20]1)([C:8]1[CH:9]=[CH:10][CH:11]=[CH:12][CH:13]=1)[C:2]1[CH:3]=[CH:4][CH:5]=[CH:6][CH:7]=1. The yield is 0.860. (4) The reactants are [Cl:1][C:2]1[CH:7]=[CH:6][C:5]([C:8]2[O:12][N:11]=[CH:10][C:9]=2[CH2:13][CH2:14][C:15](OC)=[O:16])=[CH:4][CH:3]=1.[H-].C([Al+]CC(C)C)C(C)C.Cl. The catalyst is O1CCCC1. The product is [Cl:1][C:2]1[CH:3]=[CH:4][C:5]([C:8]2[O:12][N:11]=[CH:10][C:9]=2[CH2:13][CH2:14][CH2:15][OH:16])=[CH:6][CH:7]=1. The yield is 0.910. (5) The reactants are [CH3:1][N:2]([CH3:25])[C:3](=[O:24])[NH:4][C:5]1[CH:10]=[C:9]([C:11]2[S:12][CH:13]=[CH:14][CH:15]=2)[CH:8]=[CH:7][C:6]=1[NH:16]C(=O)OC(C)(C)C.C(O)(C(F)(F)F)=O. The catalyst is ClCCl. The product is [NH2:16][C:6]1[CH:7]=[CH:8][C:9]([C:11]2[S:12][CH:13]=[CH:14][CH:15]=2)=[CH:10][C:5]=1[NH:4][C:3](=[O:24])[N:2]([CH3:1])[CH3:25]. The yield is 0.830. (6) The reactants are N12CCCN=C1CCCCC2.Cl.[NH2:13][CH2:14][C:15]1[CH:23]=[CH:22][CH:21]=[C:20]2[C:16]=1[C:17](=[O:33])[N:18]([CH:25]1[CH2:30][CH2:29][C:28](=[O:31])[NH:27][C:26]1=[O:32])[C:19]2=[O:24].O=C1CCC(=O)N1[O:41][C:42](=O)[NH:43][C:44]1[CH:49]=[CH:48][CH:47]=[CH:46][N:45]=1. The product is [O:32]=[C:26]1[CH:25]([N:18]2[C:17](=[O:33])[C:16]3[C:20](=[CH:21][CH:22]=[CH:23][C:15]=3[CH2:14][NH:13][C:42]([NH:43][C:44]3[CH:49]=[CH:48][CH:47]=[CH:46][N:45]=3)=[O:41])[C:19]2=[O:24])[CH2:30][CH2:29][C:28](=[O:31])[NH:27]1. The yield is 0.640. The catalyst is C(#N)C. (7) The reactants are S(=O)(=O)([OH:3])N.[CH2:6]1[C:14]2[C:9](=[CH:10][CH:11]=[CH:12][CH:13]=2)[CH2:8][CH:7]1[C@H:15]1[NH:20][C:19](=[O:21])[C@@H:18]([CH:22]([CH2:25][CH3:26])[CH2:23][CH3:24])[N:17]([CH2:27][C:28]2[CH:35]=[CH:34][C:33]([S:36]([CH3:39])(=[O:38])=[O:37])=[CH:32][C:29]=2[CH:30]=[O:31])[C:16]1=[O:40].Cl([O-])=O.[Na+]. The catalyst is O.C(#N)C. The product is [CH2:6]1[C:14]2[C:9](=[CH:10][CH:11]=[CH:12][CH:13]=2)[CH2:8][CH:7]1[C@H:15]1[NH:20][C:19](=[O:21])[C@@H:18]([CH:22]([CH2:23][CH3:24])[CH2:25][CH3:26])[N:17]([CH2:27][C:28]2[CH:35]=[CH:34][C:33]([S:36]([CH3:39])(=[O:37])=[O:38])=[CH:32][C:29]=2[C:30]([OH:3])=[O:31])[C:16]1=[O:40]. The yield is 0.990. (8) The reactants are [C:1]([NH:4][NH2:5])(N)=[NH:2].Cl.[CH:7]1([C:10]2[C:19]3[C:14](=[CH:15][CH:16]=[CH:17][CH:18]=3)[C:13]([N:20]=[C:21]=[S:22])=[CH:12][CH:11]=2)[CH2:9][CH2:8]1.C(N(C(C)C)CC)(C)C. The catalyst is CN(C=O)C. The product is [NH2:2][C:1]1[N:20]([C:13]2[C:14]3[C:19](=[CH:18][CH:17]=[CH:16][CH:15]=3)[C:10]([CH:7]3[CH2:9][CH2:8]3)=[CH:11][CH:12]=2)[C:21]([SH:22])=[N:5][N:4]=1. The yield is 0.490.